This data is from Catalyst prediction with 721,799 reactions and 888 catalyst types from USPTO. The task is: Predict which catalyst facilitates the given reaction. (1) Reactant: [C:1]1([C:32]2[CH:37]=[CH:36][CH:35]=[CH:34][CH:33]=2)[CH:6]=[CH:5][C:4]([NH:7][CH2:8][C:9]2C(C(N(C(C)C)C(C)C)=O)=[C:13]([NH:24][CH2:25][C:26]3[CH:31]=[CH:30][N:29]=[CH:28][CH:27]=3)[N:12]=[CH:11][CH:10]=2)=[CH:3][CH:2]=1.[CH3:38][CH2:39][OH:40]. Product: [C:1]1([C:32]2[CH:33]=[CH:34][CH:35]=[CH:36][CH:37]=2)[CH:2]=[CH:3][C:4]([N:7]2[CH2:8][C:9]3[CH:10]=[CH:11][N:12]=[C:13]([NH:24][CH2:25][C:26]4[CH:31]=[CH:30][N:29]=[CH:28][CH:27]=4)[C:38]=3[C:39]2=[O:40])=[CH:5][CH:6]=1. The catalyst class is: 33. (2) Reactant: [OH:1][C:2]1[CH:11]=[CH:10][C:9]2[C:4](=[CH:5][CH:6]=[CH:7][CH:8]=2)[N:3]=1.[H-].[Na+].[C:14]([O:18][C:19]([NH:21][CH2:22][CH2:23][CH2:24][CH2:25][CH2:26][CH2:27]Br)=[O:20])([CH3:17])([CH3:16])[CH3:15].O. Product: [C:14]([O:18][C:19]([NH:21][CH2:22][CH2:23][CH2:24][CH2:25][CH2:26][CH2:27][N:3]1[C:4]2[C:9](=[CH:8][CH:7]=[CH:6][CH:5]=2)[CH:10]=[CH:11][C:2]1=[O:1])=[O:20])([CH3:17])([CH3:16])[CH3:15]. The catalyst class is: 9. (3) Product: [CH3:35][O:34][C:32](=[O:33])/[CH:31]=[CH:53]\[C:52]1[CH:55]=[CH:56][C:49]([Cl:48])=[CH:50][CH:51]=1. The catalyst class is: 165. Reactant: C1OCCOCCOCCOCCOCCOC1.FC(F)(F)COP([CH2:31][C:32]([O:34][CH3:35])=[O:33])(=O)OCC(F)(F)F.C[Si]([N-][Si](C)(C)C)(C)C.[K+].[Cl:48][C:49]1[CH:56]=[CH:55][C:52]([CH:53]=O)=[CH:51][CH:50]=1.[Cl-].[NH4+].